From a dataset of NCI-60 drug combinations with 297,098 pairs across 59 cell lines. Regression. Given two drug SMILES strings and cell line genomic features, predict the synergy score measuring deviation from expected non-interaction effect. (1) Drug 1: C1=CC=C(C=C1)NC(=O)CCCCCCC(=O)NO. Drug 2: CC1C(C(CC(O1)OC2CC(CC3=C2C(=C4C(=C3O)C(=O)C5=CC=CC=C5C4=O)O)(C(=O)C)O)N)O. Cell line: SNB-19. Synergy scores: CSS=32.9, Synergy_ZIP=-3.23, Synergy_Bliss=-5.28, Synergy_Loewe=-15.3, Synergy_HSA=-2.32. (2) Drug 1: C1=CC(=CC=C1CCCC(=O)O)N(CCCl)CCCl. Drug 2: CCCCCOC(=O)NC1=NC(=O)N(C=C1F)C2C(C(C(O2)C)O)O. Cell line: ACHN. Synergy scores: CSS=41.8, Synergy_ZIP=-2.68, Synergy_Bliss=-5.93, Synergy_Loewe=-17.8, Synergy_HSA=-6.77. (3) Drug 1: C1CCC(C1)C(CC#N)N2C=C(C=N2)C3=C4C=CNC4=NC=N3. Drug 2: C1CC(C1)(C(=O)O)C(=O)O.[NH2-].[NH2-].[Pt+2]. Cell line: UO-31. Synergy scores: CSS=23.0, Synergy_ZIP=-1.89, Synergy_Bliss=2.02, Synergy_Loewe=5.68, Synergy_HSA=6.01.